This data is from Forward reaction prediction with 1.9M reactions from USPTO patents (1976-2016). The task is: Predict the product of the given reaction. (1) Given the reactants [CH3:1][O:2][C:3]1[CH:8]=[CH:7][CH:6]=[CH:5][C:4]=1[C:9]1[N:10]([CH2:20][CH2:21][C:22]2[CH:27]=[CH:26][CH:25]=[CH:24][CH:23]=2)[C:11](=[O:19])[C:12]2[CH2:18][NH:17][CH2:16][CH2:15][C:13]=2[N:14]=1.[CH3:28][CH:29]([CH3:40])[CH2:30][C:31](O[C:31](=[O:32])[CH2:30][CH:29]([CH3:40])[CH3:28])=[O:32].B(Br)(Br)Br, predict the reaction product. The product is: [CH3:28][CH:29]([CH3:40])[CH2:30][C:31]([N:17]1[CH2:16][CH2:15][C:13]2[N:14]=[C:9]([C:4]3[CH:5]=[CH:6][CH:7]=[CH:8][C:3]=3[O:2][CH3:1])[N:10]([CH2:20][CH2:21][C:22]3[CH:27]=[CH:26][CH:25]=[CH:24][CH:23]=3)[C:11](=[O:19])[C:12]=2[CH2:18]1)=[O:32]. (2) Given the reactants C1(S([N:10]2[C:14]3[CH:15]=[N:16][C:17]([C:28]#[N:29])=[C:18]([O:19][CH:20]4[CH2:25][CH2:24][N:23]([CH2:26][CH3:27])[CH2:22][CH2:21]4)[C:13]=3[C:12]3[CH:30]=[C:31](Br)[CH:32]=[N:33][C:11]2=3)(=O)=O)C=CC=CC=1.[CH3:35]B1OB(C)OB(C)O1.C(=O)([O-])[O-].[Cs+].[Cs+], predict the reaction product. The product is: [CH2:26]([N:23]1[CH2:24][CH2:25][CH:20]([O:19][C:18]2[C:13]3[C:12]4[CH:30]=[C:31]([CH3:35])[CH:32]=[N:33][C:11]=4[NH:10][C:14]=3[CH:15]=[N:16][C:17]=2[C:28]#[N:29])[CH2:21][CH2:22]1)[CH3:27]. (3) The product is: [Cl:35][CH2:36][CH2:37][CH2:38][CH2:39][C:40]([NH:2][C@@H:3]1[CH2:8][CH2:7][C@H:6]([NH:9][C:10](=[O:27])[C:11]2[CH:16]=[C:15]([F:17])[CH:14]=[N:13][C:12]=2[O:18][C:19]2[CH:24]=[CH:23][CH:22]=[C:21]([S:25][CH3:26])[CH:20]=2)[CH2:5][CH2:4]1)=[O:41]. Given the reactants Cl.[NH2:2][C@@H:3]1[CH2:8][CH2:7][C@H:6]([NH:9][C:10](=[O:27])[C:11]2[CH:16]=[C:15]([F:17])[CH:14]=[N:13][C:12]=2[O:18][C:19]2[CH:24]=[CH:23][CH:22]=[C:21]([S:25][CH3:26])[CH:20]=2)[CH2:5][CH2:4]1.C(N(CC)CC)C.[Cl:35][CH2:36][CH2:37][CH2:38][CH2:39][C:40](Cl)=[O:41], predict the reaction product. (4) Given the reactants [Si]([O:8][C@@H:9]1[C@@:44]2([CH3:45])[C:13](=[CH:14][CH:15]=[C:16]3[C@@H:43]2[CH2:42][CH2:41][C@@:40]2([CH3:46])[C@H:17]3[CH2:18][CH:19]=[C:20]2[C@H:21]([O:23][CH2:24]/[CH:25]=[CH:26]/[C:27]([CH2:38][CH3:39])([O:30][Si](CC)(CC)CC)[CH2:28][CH3:29])[CH3:22])[CH2:12][C@@H:11]([O:47][Si](C(C)(C)C)(C)C)[CH2:10]1)(C(C)(C)C)(C)C.[F-].C([N+](CCCC)(CCCC)CCCC)CCC, predict the reaction product. The product is: [OH:8][C@@H:9]1[C@@:44]2([CH3:45])[C:13](=[CH:14][CH:15]=[C:16]3[C@@H:43]2[CH2:42][CH2:41][C@@:40]2([CH3:46])[C@H:17]3[CH2:18][CH:19]=[C:20]2[C@H:21]([O:23][CH2:24]/[CH:25]=[CH:26]/[C:27]([CH2:38][CH3:39])([OH:30])[CH2:28][CH3:29])[CH3:22])[CH2:12][C@@H:11]([OH:47])[CH2:10]1.